The task is: Predict which catalyst facilitates the given reaction.. This data is from Catalyst prediction with 721,799 reactions and 888 catalyst types from USPTO. (1) Reactant: [CH2:1]([O:3][C:4]1[N:8]=[C:7]([CH:9]2[CH2:14][CH:13]([C:15]3[CH:20]=[CH:19][C:18]([O:21][C:22]([F:25])([F:24])[F:23])=[C:17]([F:26])[CH:16]=3)[CH2:12][N:11]([C:27]([O:29]C3C=CC([N+]([O-])=O)=CC=3)=O)[CH2:10]2)[O:6][N:5]=1)[CH3:2].Cl.[OH:40][CH:41]1[CH2:44][NH:43][CH2:42]1.C(=O)([O-])[O-].[K+].[K+]. Product: [CH2:1]([O:3][C:4]1[N:8]=[C:7]([CH:9]2[CH2:14][CH:13]([C:15]3[CH:20]=[CH:19][C:18]([O:21][C:22]([F:23])([F:25])[F:24])=[C:17]([F:26])[CH:16]=3)[CH2:12][N:11]([C:27]([N:43]3[CH2:44][CH:41]([OH:40])[CH2:42]3)=[O:29])[CH2:10]2)[O:6][N:5]=1)[CH3:2]. The catalyst class is: 3. (2) Reactant: [Cl:1][C:2]1[N:3]=[C:4]([Cl:20])[C:5]2[C:10](I)=[CH:9][N:8]([CH2:12][O:13][CH2:14][CH2:15][Si:16]([CH3:19])([CH3:18])[CH3:17])[C:6]=2[N:7]=1.[Br-].[N:22]1[CH:27]=[CH:26][CH:25]=[CH:24][C:23]=1[Zn+].CCOC(C)=O. Product: [Cl:1][C:2]1[N:3]=[C:4]([Cl:20])[C:5]2[C:10]([C:23]3[CH:24]=[CH:25][CH:26]=[CH:27][N:22]=3)=[CH:9][N:8]([CH2:12][O:13][CH2:14][CH2:15][Si:16]([CH3:19])([CH3:18])[CH3:17])[C:6]=2[N:7]=1. The catalyst class is: 176. (3) Reactant: [Br:1][C:2]1[CH:3]=[CH:4][C:5]([CH3:12])=[C:6]([CH:11]=1)[C:7]([O:9][CH3:10])=[O:8].C(OOC(=O)C1C=CC=CC=1)(=O)C1C=CC=CC=1.C1C(=O)N([Br:38])C(=O)C1. Product: [Br:1][C:2]1[CH:3]=[CH:4][C:5]([CH2:12][Br:38])=[C:6]([CH:11]=1)[C:7]([O:9][CH3:10])=[O:8]. The catalyst class is: 53. (4) Reactant: Br[C:2]1[N:6]2[CH:7]=[CH:8][CH:9]=[N:10][C:5]2=[N:4][CH:3]=1.N1(CCNC([NH:22][C:23]2[S:24][C:25]3[CH:31]=[C:30]([SH:32])[CH:29]=[CH:28][C:26]=3[N:27]=2)=O)CCOCC1.C(=O)([O-])[O-].[K+].[K+].CS(C)=O. Product: [N:4]1[CH:3]=[C:2]([S:32][C:30]2[CH:29]=[CH:28][C:26]3[N:27]=[C:23]([NH2:22])[S:24][C:25]=3[CH:31]=2)[N:6]2[CH:7]=[CH:8][CH:9]=[N:10][C:5]=12. The catalyst class is: 6. (5) Reactant: [CH2:1]([O:8][CH2:9][C:10]([OH:12])=O)[C:2]1[CH:7]=[CH:6][CH:5]=[CH:4][CH:3]=1.[NH2:13][C:14]1[CH:19]=[CH:18][C:17]([C:20](=[O:22])[CH3:21])=[CH:16][CH:15]=1.CCN=C=NCCCN(C)C.Cl. Product: [C:20]([C:17]1[CH:18]=[CH:19][C:14]([NH:13][C:10](=[O:12])[CH2:9][O:8][CH2:1][C:2]2[CH:3]=[CH:4][CH:5]=[CH:6][CH:7]=2)=[CH:15][CH:16]=1)(=[O:22])[CH3:21]. The catalyst class is: 239. (6) Reactant: CS(O[CH2:6][CH:7]([OH:43])[C:8]([NH:10][C:11]1[CH:16]=[CH:15][CH:14]=[C:13]([NH:17][C:18]2[C:23]([F:24])=[CH:22][N:21]=[C:20]([NH:25][C:26]3[CH:31]=[CH:30][C:29]([O:32][CH2:33][CH2:34][O:35][Si:36]([C:39]([CH3:42])([CH3:41])[CH3:40])([CH3:38])[CH3:37])=[CH:28][CH:27]=3)[N:19]=2)[CH:12]=1)=[O:9])(=O)=O.[H-].[Na+].C(Cl)(Cl)Cl.CO.O. Product: [Si:36]([O:35][CH2:34][CH2:33][O:32][C:29]1[CH:28]=[CH:27][C:26]([NH:25][C:20]2[N:19]=[C:18]([NH:17][C:13]3[CH:12]=[C:11]([NH:10][C:8]([CH:7]4[CH2:6][O:43]4)=[O:9])[CH:16]=[CH:15][CH:14]=3)[C:23]([F:24])=[CH:22][N:21]=2)=[CH:31][CH:30]=1)([C:39]([CH3:40])([CH3:42])[CH3:41])([CH3:37])[CH3:38]. The catalyst class is: 1. (7) Reactant: [OH:1][CH:2]1[CH2:7][CH2:6][CH:5]([C@H:8]([NH:10]C(=O)OC(C)(C)C)[CH3:9])[CH2:4][CH2:3]1.CCOCC. Product: [NH2:10][C@@H:8]([CH:5]1[CH2:6][CH2:7][CH:2]([OH:1])[CH2:3][CH2:4]1)[CH3:9]. The catalyst class is: 4. (8) The catalyst class is: 14. Product: [CH2:28]([C@H:7]1[CH2:8][N:9]([C:12]2[CH:21]=[CH:20][C:19]([O:22][CH3:23])=[C:18]3[C:13]=2[CH:14]=[CH:15][C:16]([C:24]([F:27])([F:25])[F:26])=[N:17]3)[CH2:10][CH2:11][N:6]1[CH2:5][C:4]([NH:37][CH3:36])=[O:3])[C:29]1[CH:30]=[CH:31][CH:32]=[CH:33][CH:34]=1. Reactant: C([O:3][C:4](=O)[CH2:5][N:6]1[CH2:11][CH2:10][N:9]([C:12]2[CH:21]=[CH:20][C:19]([O:22][CH3:23])=[C:18]3[C:13]=2[CH:14]=[CH:15][C:16]([C:24]([F:27])([F:26])[F:25])=[N:17]3)[CH2:8][C@@H:7]1[CH2:28][C:29]1[CH:34]=[CH:33][CH:32]=[CH:31][CH:30]=1)C.[CH3:36][NH2:37].[C-]#N.[Na+]. (9) Reactant: [C:9](O[C:9]([O:11][C:12]([CH3:15])([CH3:14])[CH3:13])=[O:10])([O:11][C:12]([CH3:15])([CH3:14])[CH3:13])=[O:10].[NH2:16][C:17]1[CH:22]=[CH:21][C:20]([Br:23])=[CH:19][C:18]=1[NH2:24]. Product: [Br:23][C:20]1[CH:21]=[CH:22][C:17]([NH:16][C:9](=[O:10])[O:11][C:12]([CH3:15])([CH3:14])[CH3:13])=[C:18]([NH:24][C:9](=[O:10])[O:11][C:12]([CH3:13])([CH3:14])[CH3:15])[CH:19]=1. The catalyst class is: 8.